Predict the product of the given reaction. From a dataset of Forward reaction prediction with 1.9M reactions from USPTO patents (1976-2016). Given the reactants C(OC(=O)[NH:7][C:8]1[CH:13]=[C:12]([C:14]#[N:15])[C:11]([N:16]([CH3:18])[CH3:17])=[CH:10][C:9]=1[NH:19][C:20](=O)[CH2:21][C:22]([C:24]1C=C[CH:27]=[C:26]([C:30]#[N:31])[CH:25]=1)=O)(C)(C)C.[C:34](O)([C:36](F)(F)F)=[O:35], predict the reaction product. The product is: [C:30]([C:26]1[CH:27]=[C:21]([C:20]2[CH2:36][C:34](=[O:35])[NH:7][C:8]3[CH:13]=[C:12]([C:14]#[N:15])[C:11]([N:16]([CH3:17])[CH3:18])=[CH:10][C:9]=3[N:19]=2)[CH:22]=[CH:24][CH:25]=1)#[N:31].